This data is from Reaction yield outcomes from USPTO patents with 853,638 reactions. The task is: Predict the reaction yield, written as a fraction of the theoretical maximum amount of product (1.0 means a 100% yield; for example, 0.34 means a 34% yield). (1) The reactants are [CH2:1]([N:3](CC)[CH2:4]C)C.[Cl:8][C:9]1[CH:18]=[C:17]([Cl:19])[C:16]([OH:20])=[C:15]2[C:10]=1[CH:11]=[CH:12][C:13]([CH:21]=O)=[N:14]2.Cl.CNC.C(O[BH-](OC(=O)C)OC(=O)C)(=O)C.[Na+]. The catalyst is ClCCCl.ClCCl. The product is [ClH:8].[Cl:8][C:9]1[CH:18]=[C:17]([Cl:19])[C:16]([OH:20])=[C:15]2[C:10]=1[CH:11]=[CH:12][C:13]([CH2:21][N:3]([CH3:4])[CH3:1])=[N:14]2. The yield is 0.730. (2) The reactants are [CH3:1][O:2][C:3](=[O:46])[NH:4][CH:5]([C:12]([N:14]1[CH2:18][CH2:17][CH2:16][CH:15]1[C:19]1[NH:20][C:21]([C:24]2[CH:29]=[CH:28][C:27]([C:30]3[CH:35]=[CH:34][C:33]([C:36]4[NH:37][C:38]([CH:41]5[CH2:45][CH2:44][CH2:43][NH:42]5)=[N:39][CH:40]=4)=[CH:32][CH:31]=3)=[CH:26][CH:25]=2)=[CH:22][N:23]=1)=[O:13])[CH2:6][CH2:7][C:8]([F:11])([F:10])[F:9].[F:47][C:48]([F:61])([F:60])[CH2:49][CH2:50][CH:51]([NH:55][C:56]([O:58][CH3:59])=[O:57])[C:52](O)=[O:53].CN(C(ON1N=NC2C=CC=NC1=2)=[N+](C)C)C.F[P-](F)(F)(F)(F)F.C(N(C(C)C)CC)(C)C. The catalyst is CN(C)C=O. The product is [CH3:59][O:58][C:56](=[O:57])[NH:55][CH:51]([C:52]([N:42]1[CH2:43][CH2:44][CH2:45][CH:41]1[C:38]1[NH:37][C:36]([C:33]2[CH:34]=[CH:35][C:30]([C:27]3[CH:26]=[CH:25][C:24]([C:21]4[NH:20][C:19]([CH:15]5[CH2:16][CH2:17][CH2:18][N:14]5[C:12](=[O:13])[CH:5]([NH:4][C:3]([O:2][CH3:1])=[O:46])[CH2:6][CH2:7][C:8]([F:9])([F:11])[F:10])=[N:23][CH:22]=4)=[CH:29][CH:28]=3)=[CH:31][CH:32]=2)=[CH:40][N:39]=1)=[O:53])[CH2:50][CH2:49][C:48]([F:47])([F:61])[F:60]. The yield is 0.230. (3) The catalyst is O1CCCC1.C(OCC)(=O)C.O. The yield is 0.870. The reactants are [Mg].II.Br[CH2:5][CH2:6]Br.Br[C:9]1[CH:19]=[CH:18][C:12]([N:13]([CH2:16][CH3:17])[CH2:14][CH3:15])=[CH:11][CH:10]=1.[P:20]([O-:27])(OCC)OCC.Cl. The product is [CH2:14]([N:13]([CH2:5][CH3:6])[C:12]1[CH:18]=[CH:19][C:9]([PH:20](=[O:27])[C:9]2[CH:19]=[CH:18][C:12]([N:13]([CH2:16][CH3:17])[CH2:14][CH3:15])=[CH:11][CH:10]=2)=[CH:10][CH:11]=1)[CH3:15]. (4) The reactants are [Cl:1][C:2]1[CH:7]=[CH:6][C:5]([C:8]2([OH:32])[C:13]3([CH2:15][CH2:14]3)[CH2:12][N:11]([C:16](=[O:31])[C@H:17]([NH:21]C(=O)OCC[Si](C)(C)C)[CH:18]([CH3:20])[CH3:19])[CH2:10][CH2:9]2)=[CH:4][CH:3]=1.CCCC[N+](CCCC)(CCCC)CCCC.[F-]. The catalyst is C1COCC1. The product is [NH2:21][C@H:17]([CH:18]([CH3:20])[CH3:19])[C:16]([N:11]1[CH2:10][CH2:9][C:8]([C:5]2[CH:4]=[CH:3][C:2]([Cl:1])=[CH:7][CH:6]=2)([OH:32])[C:13]2([CH2:15][CH2:14]2)[CH2:12]1)=[O:31]. The yield is 0.800. (5) The reactants are [F:1][C:2]1[CH:3]=[C:4]([N:15]2[CH2:19][C@H:18]([CH2:20][NH:21][C:22](=[O:24])[CH3:23])[O:17][C:16]2=[O:25])[CH:5]=[CH:6][C:7]=1[C:8]1[S:9][CH2:10][C:11](=[O:14])[NH:12][N:13]=1.[C:26](=O)([O-])[O-].[K+].[K+].IC. The catalyst is CN(C=O)C. The product is [F:1][C:2]1[CH:3]=[C:4]([N:15]2[CH2:19][C@H:18]([CH2:20][NH:21][C:22](=[O:24])[CH3:23])[O:17][C:16]2=[O:25])[CH:5]=[CH:6][C:7]=1[C:8]1[S:9][CH2:10][C:11](=[O:14])[N:12]([CH3:26])[N:13]=1. The yield is 0.900.